From a dataset of NCI-60 drug combinations with 297,098 pairs across 59 cell lines. Regression. Given two drug SMILES strings and cell line genomic features, predict the synergy score measuring deviation from expected non-interaction effect. (1) Drug 1: CC1=C(C(CCC1)(C)C)C=CC(=CC=CC(=CC(=O)O)C)C. Drug 2: CCN(CC)CCCC(C)NC1=C2C=C(C=CC2=NC3=C1C=CC(=C3)Cl)OC. Cell line: NCI-H522. Synergy scores: CSS=2.49, Synergy_ZIP=-5.02, Synergy_Bliss=-1.24, Synergy_Loewe=-5.77, Synergy_HSA=-2.81. (2) Drug 1: C1CN(CCN1C(=O)CCBr)C(=O)CCBr. Drug 2: CCC1(C2=C(COC1=O)C(=O)N3CC4=CC5=C(C=CC(=C5CN(C)C)O)N=C4C3=C2)O.Cl. Cell line: M14. Synergy scores: CSS=50.2, Synergy_ZIP=2.66, Synergy_Bliss=2.23, Synergy_Loewe=-17.2, Synergy_HSA=4.93. (3) Drug 1: C1C(C(OC1N2C=C(C(=O)NC2=O)F)CO)O. Drug 2: CC1C(C(CC(O1)OC2CC(CC3=C2C(=C4C(=C3O)C(=O)C5=C(C4=O)C(=CC=C5)OC)O)(C(=O)CO)O)N)O.Cl. Cell line: A498. Synergy scores: CSS=40.6, Synergy_ZIP=-7.05, Synergy_Bliss=-4.02, Synergy_Loewe=-2.45, Synergy_HSA=0.0698. (4) Drug 1: CCC(=C(C1=CC=CC=C1)C2=CC=C(C=C2)OCCN(C)C)C3=CC=CC=C3.C(C(=O)O)C(CC(=O)O)(C(=O)O)O. Drug 2: CC1=C2C(C(=O)C3(C(CC4C(C3C(C(C2(C)C)(CC1OC(=O)C(C(C5=CC=CC=C5)NC(=O)OC(C)(C)C)O)O)OC(=O)C6=CC=CC=C6)(CO4)OC(=O)C)O)C)O. Cell line: CAKI-1. Synergy scores: CSS=39.5, Synergy_ZIP=21.8, Synergy_Bliss=25.1, Synergy_Loewe=17.3, Synergy_HSA=17.7.